This data is from Peptide-MHC class II binding affinity with 134,281 pairs from IEDB. The task is: Regression. Given a peptide amino acid sequence and an MHC pseudo amino acid sequence, predict their binding affinity value. This is MHC class II binding data. (1) The peptide sequence is GILQAYDLRDAPETP. The MHC is HLA-DQA10501-DQB10301 with pseudo-sequence HLA-DQA10501-DQB10301. The binding affinity (normalized) is 0.257. (2) The peptide sequence is MWDPDVYLAFSGHRN. The MHC is DRB5_0101 with pseudo-sequence DRB5_0101. The binding affinity (normalized) is 0.960. (3) The peptide sequence is TASDFWGGAGSAACQ. The MHC is HLA-DPA10301-DPB10402 with pseudo-sequence HLA-DPA10301-DPB10402. The binding affinity (normalized) is 0. (4) The peptide sequence is ASGGRLNPTEPLPIF. The MHC is DRB3_0101 with pseudo-sequence DRB3_0101. The binding affinity (normalized) is 0.367. (5) The peptide sequence is KMDKLELKGMSYAMC. The MHC is DRB5_0101 with pseudo-sequence DRB5_0101. The binding affinity (normalized) is 0.489. (6) The peptide sequence is LIEKINAGFKAAVAA. The MHC is DRB1_0404 with pseudo-sequence DRB1_0404. The binding affinity (normalized) is 0.461. (7) The peptide sequence is SRWSSPDNVKPIYIV. The MHC is DRB1_0301 with pseudo-sequence DRB1_0301. The binding affinity (normalized) is 0.150. (8) The peptide sequence is GELQIVDKIDAAEKI. The MHC is DRB1_1501 with pseudo-sequence DRB1_1501. The binding affinity (normalized) is 0.315. (9) The peptide sequence is YRRPNDIKSFKDQSK. The MHC is DRB1_0101 with pseudo-sequence DRB1_0101. The binding affinity (normalized) is 0.126.